From a dataset of Catalyst prediction with 721,799 reactions and 888 catalyst types from USPTO. Predict which catalyst facilitates the given reaction. Reactant: [C:1]([O:5][C:6]([N:8]1[CH2:12][CH2:11][C@@:10]([NH:14]C(OCC2C=CC=CC=2)=O)([CH3:13])[CH2:9]1)=[O:7])([CH3:4])([CH3:3])[CH3:2]. Product: [C:1]([O:5][C:6]([N:8]1[CH2:12][CH2:11][C@@:10]([NH2:14])([CH3:13])[CH2:9]1)=[O:7])([CH3:4])([CH3:2])[CH3:3]. The catalyst class is: 19.